Dataset: Forward reaction prediction with 1.9M reactions from USPTO patents (1976-2016). Task: Predict the product of the given reaction. (1) Given the reactants [C:1]([C:3]([C:6]1[CH:7]=[C:8]([CH:12]=[CH:13][CH:14]=1)[C:9]([OH:11])=[O:10])([CH3:5])[CH3:4])#N.[H-].C([Al+]CC(C)C)C(C)C.CCCCCC.Cl.C(OCC)(=[O:34])C, predict the reaction product. The product is: [CH3:5][C:3]([C:6]1[CH:7]=[C:8]([CH:12]=[CH:13][CH:14]=1)[C:9]([OH:11])=[O:10])([CH3:4])[CH:1]=[O:34]. (2) Given the reactants [NH:1]1[C:9]2[C:4](=[CH:5][CH:6]=[CH:7][CH:8]=2)[CH:3]=[CH:2]1.I[C:11]1[CH:17]=[CH:16][CH:15]=[CH:14][C:12]=1[NH2:13].[O-]P([O-])([O-])=O.[K+].[K+].[K+].CN[C@@H]1CCCC[C@H]1NC, predict the reaction product. The product is: [NH2:13][C:12]1[CH:14]=[CH:15][CH:16]=[CH:17][C:11]=1[N:1]1[C:9]2[C:4](=[CH:5][CH:6]=[CH:7][CH:8]=2)[CH:3]=[CH:2]1. (3) Given the reactants [C:1]([CH2:3][C:4]([O:6][CH2:7][CH3:8])=[O:5])#[N:2].C(=O)([O-])[O-].[K+].[K+].Br[CH2:16][CH2:17]Br, predict the reaction product. The product is: [C:1]([C:3]1([C:4]([O:6][CH2:7][CH3:8])=[O:5])[CH2:17][CH2:16]1)#[N:2]. (4) Given the reactants Cl[C:2]1[C:3]2[CH2:21][N:20]([C:22]3[N:26]([CH3:27])[N:25]=[C:24]([CH:28]([CH3:30])[CH3:29])[CH:23]=3)[CH2:19][CH2:18][C:4]=2[N:5]=[C:6]([C:8]2[CH:16]=[CH:15][CH:14]=[C:13]3[C:9]=2[C:10]([CH3:17])=[CH:11][NH:12]3)[N:7]=1.C(N(C(C)C)CC)(C)C.[CH3:40][C@H:41]1[CH2:46][CH2:45][CH2:44][CH2:43][NH:42]1, predict the reaction product. The product is: [CH:28]([C:24]1[CH:23]=[C:22]([N:20]2[CH2:19][CH2:18][C:2]3[N:7]=[C:6]([C:8]4[CH:16]=[CH:15][CH:14]=[C:13]5[C:9]=4[C:10]([CH3:17])=[CH:11][NH:12]5)[N:5]=[C:4]([N:42]4[CH2:43][CH2:44][CH2:45][CH2:46][C@@H:41]4[CH3:40])[C:3]=3[CH2:21]2)[N:26]([CH3:27])[N:25]=1)([CH3:29])[CH3:30].